The task is: Predict the reaction yield, written as a fraction of the theoretical maximum amount of product (1.0 means a 100% yield; for example, 0.34 means a 34% yield).. This data is from Reaction yield outcomes from USPTO patents with 853,638 reactions. (1) The reactants are [C:1]([NH:9][NH2:10])(=[O:8])[C:2]1[CH:7]=[CH:6][CH:5]=[CH:4][CH:3]=1.[CH:11](=O)[CH2:12][CH2:13][CH2:14][CH2:15][CH2:16][CH2:17][CH2:18][CH2:19][CH:20]=[CH2:21]. The catalyst is C(O)C. The product is [CH:21](=[N:10]/[NH:9][C:1](=[O:8])[C:2]1[CH:7]=[CH:6][CH:5]=[CH:4][CH:3]=1)\[CH2:20][CH2:19][CH2:18][CH2:17][CH2:16][CH2:15][CH2:14][CH2:13][CH:12]=[CH2:11]. The yield is 0.880. (2) The reactants are [NH2:1][CH2:2][CH2:3][CH2:4][N:5]1[CH:10]=[C:9]([F:11])[CH:8]=[C:7]([C@H:12]2[CH2:16][CH2:15][CH2:14][N:13]2[C:17]2[CH:22]=[CH:21][N:20]3[N:23]=[CH:24][C:25]([C:26](O)=[O:27])=[C:19]3[N:18]=2)[C:6]1=[O:29].CN(C=O)C.C(Cl)Cl.CCN=C=NCCCN(C)C.C1C=CC2N(O)N=NC=2C=1. The catalyst is CCOC(C)=O. The product is [F:11][C:9]1[CH:8]=[C:7]2[C:6](=[O:29])[N:5]([CH:10]=1)[CH2:4][CH2:3][CH2:2][NH:1][C:26](=[O:27])[C:25]1=[C:19]3[N:18]=[C:17]([CH:22]=[CH:21][N:20]3[N:23]=[CH:24]1)[N:13]1[C@@H:12]2[CH2:16][CH2:15][CH2:14]1. The yield is 0.390. (3) The reactants are [C:1]([CH2:3]P(=O)(OCC)OCC)#[N:2].CC(C)([O-])C.[K+].[N:18]1([C:24]2[CH:25]=[N:26][CH:27]=[C:28]([CH:31]=2)[CH:29]=O)[CH2:23][CH2:22][O:21][CH2:20][CH2:19]1. The catalyst is C1COCC1. The product is [N:18]1([C:24]2[CH:31]=[C:28]([CH:29]=[CH:3][C:1]#[N:2])[CH:27]=[N:26][CH:25]=2)[CH2:23][CH2:22][O:21][CH2:20][CH2:19]1. The yield is 1.00. (4) The catalyst is ClCCl. The yield is 0.640. The reactants are [CH3:1][N:2]([CH:10]1[CH2:15][CH2:14][NH:13][CH2:12][CH2:11]1)[C:3](=[O:9])[O:4][C:5]([CH3:8])([CH3:7])[CH3:6].[N:16]1([C:21]2[CH:22]=[C:23]([CH:26]=[CH:27][N:28]=2)[CH:24]=O)[CH2:20][CH2:19][CH2:18][CH2:17]1.C(O)(=O)C.C(O[BH-](OC(=O)C)OC(=O)C)(=O)C.[Na+].C(=O)([O-])O.[Na+]. The product is [CH3:1][N:2]([CH:10]1[CH2:11][CH2:12][N:13]([CH2:24][C:23]2[CH:26]=[CH:27][N:28]=[C:21]([N:16]3[CH2:20][CH2:19][CH2:18][CH2:17]3)[CH:22]=2)[CH2:14][CH2:15]1)[C:3](=[O:9])[O:4][C:5]([CH3:8])([CH3:6])[CH3:7]. (5) The reactants are C(OC([N:8]1[CH2:12][C:11](=[CH2:13])[CH2:10][N:9]1[C:14]([O:16][CH2:17][C:18]1[CH:23]=[CH:22][CH:21]=[CH:20][CH:19]=1)=[O:15])=O)(C)(C)C.S(Cl)(Cl)=O.Cl. The catalyst is CO. The product is [CH2:17]([O:16][C:14]([N:9]1[CH2:10][C:11](=[CH2:13])[CH2:12][NH:8]1)=[O:15])[C:18]1[CH:19]=[CH:20][CH:21]=[CH:22][CH:23]=1. The yield is 0.970. (6) The reactants are [NH2:1][C:2]1[C:14]([Cl:15])=[C:13]2[C:5]([C:6]3[C:11]([CH2:16][CH2:17][CH2:18][CH3:19])([CH2:12]2)[CH2:10][CH2:9][C:8](=[O:20])[CH:7]=3)=[CH:4][C:3]=1[F:21].[Br:22]N1C(=O)CCC1=O. The catalyst is C(Cl)Cl. The product is [NH2:1][C:2]1[C:14]([Cl:15])=[C:13]2[C:5]([C:6]3[C:11]([CH2:16][CH2:17][CH2:18][CH3:19])([CH2:12]2)[CH2:10][CH2:9][C:8](=[O:20])[C:7]=3[Br:22])=[CH:4][C:3]=1[F:21]. The yield is 0.630. (7) The reactants are CCCC[N+](CCCC)(CCCC)CCCC.[F-].[Si]([O:26][CH2:27][C:28]1[C:29]2[C:33]([CH:34]=[CH:35][CH:36]=1)=[N:32][N:31]([C:37]1[CH:44]=[CH:43][C:40]([C:41]#[N:42])=[CH:39][CH:38]=1)[CH:30]=2)(C(C)(C)C)(C)C. The catalyst is C1COCC1.CCOC(C)=O. The product is [OH:26][CH2:27][C:28]1[C:29]2[C:33]([CH:34]=[CH:35][CH:36]=1)=[N:32][N:31]([C:37]1[CH:38]=[CH:39][C:40]([C:41]#[N:42])=[CH:43][CH:44]=1)[CH:30]=2. The yield is 1.00. (8) The reactants are [NH2:1][NH2:2].[Br:3][C:4]1[CH:11]=[CH:10][C:7]([CH:8]=O)=[C:6](F)[CH:5]=1. No catalyst specified. The product is [Br:3][C:4]1[CH:5]=[C:6]2[C:7]([CH:8]=[N:1][NH:2]2)=[CH:10][CH:11]=1. The yield is 0.760. (9) The reactants are [CH3:1][C:2]1[C:3]([C:11]2[CH:16]=[CH:15][CH:14]=[CH:13][CH:12]=2)=[N:4][CH:5]=[C:6]([N+:8]([O-])=O)[CH:7]=1. The catalyst is C(O)C.[Pd]. The product is [CH3:1][C:2]1[CH:7]=[C:6]([NH2:8])[CH:5]=[N:4][C:3]=1[C:11]1[CH:16]=[CH:15][CH:14]=[CH:13][CH:12]=1. The yield is 0.800.